Dataset: Reaction yield outcomes from USPTO patents with 853,638 reactions. Task: Predict the reaction yield, written as a fraction of the theoretical maximum amount of product (1.0 means a 100% yield; for example, 0.34 means a 34% yield). (1) The reactants are [S:1](=[O:26])(=[O:25])([O:3][CH2:4][C@@H:5]1[C@@H:12]2[C@@H:8]([O:9][C:10]([CH3:14])([CH3:13])[O:11]2)[C@H:7]([N:15]2[CH:23]=[N:22][C:21]3[C:16]2=[N:17][CH:18]=[N:19][C:20]=3[Cl:24])[O:6]1)[NH2:2].CCN(C(C)C)C(C)C.[C:36](Cl)([C:49]1[CH:54]=[CH:53][CH:52]=[CH:51][CH:50]=1)([C:43]1[CH:48]=[CH:47][CH:46]=[CH:45][CH:44]=1)[C:37]1[CH:42]=[CH:41][CH:40]=[CH:39][CH:38]=1. The catalyst is C(Cl)Cl. The product is [C:36]([NH:2][S:1](=[O:26])(=[O:25])[O:3][CH2:4][C@@H:5]1[C@@H:12]2[C@@H:8]([O:9][C:10]([CH3:13])([CH3:14])[O:11]2)[C@H:7]([N:15]2[CH:23]=[N:22][C:21]3[C:16]2=[N:17][CH:18]=[N:19][C:20]=3[Cl:24])[O:6]1)([C:37]1[CH:42]=[CH:41][CH:40]=[CH:39][CH:38]=1)([C:49]1[CH:50]=[CH:51][CH:52]=[CH:53][CH:54]=1)[C:43]1[CH:44]=[CH:45][CH:46]=[CH:47][CH:48]=1. The yield is 0.820. (2) The reactants are [CH:1]1([C:7]2[C:15]3[C:10](=[CH:11][C:12]([C:16]([O:18][CH3:19])=[O:17])=[CH:13][CH:14]=3)[NH:9][C:8]=2[C:20]2[CH:25]=[CH:24][CH:23]=[CH:22][C:21]=2[CH2:26][O:27][Si:28]([CH:35]([CH3:37])[CH3:36])([CH:32]([CH3:34])[CH3:33])[CH:29]([CH3:31])[CH3:30])[CH2:6][CH2:5][CH2:4][CH2:3][CH2:2]1.CN(C=O)C.[CH2:43](Br)[C:44]#[CH:45]. The catalyst is CCOCC. The product is [CH:1]1([C:7]2[C:15]3[C:10](=[CH:11][C:12]([C:16]([O:18][CH3:19])=[O:17])=[CH:13][CH:14]=3)[N:9]([CH2:45][C:44]#[CH:43])[C:8]=2[C:20]2[CH:25]=[CH:24][CH:23]=[CH:22][C:21]=2[CH2:26][O:27][Si:28]([CH:32]([CH3:34])[CH3:33])([CH:29]([CH3:31])[CH3:30])[CH:35]([CH3:37])[CH3:36])[CH2:6][CH2:5][CH2:4][CH2:3][CH2:2]1. The yield is 0.670. (3) The reactants are Cl.[Cl:2][C:3]1[CH:12]=[CH:11][C:10]2[CH2:9][NH:8][CH2:7][CH2:6][C:5]=2[N:4]=1.C(N(CC)C(C)C)(C)C.[C:22](O[C:22]([O:24][C:25]([CH3:28])([CH3:27])[CH3:26])=[O:23])([O:24][C:25]([CH3:28])([CH3:27])[CH3:26])=[O:23]. The catalyst is C(Cl)Cl. The product is [Cl:2][C:3]1[CH:12]=[CH:11][C:10]2[CH2:9][N:8]([C:22]([O:24][C:25]([CH3:28])([CH3:27])[CH3:26])=[O:23])[CH2:7][CH2:6][C:5]=2[N:4]=1. The yield is 1.00. (4) The reactants are [N+:1]([C:4]1[CH:12]=[C:11]([C:13]([F:16])([F:15])[F:14])[CH:10]=[CH:9][C:5]=1[C:6]([OH:8])=[O:7])([O-:3])=[O:2].OS(O)(=O)=O.[CH3:22]O. No catalyst specified. The product is [N+:1]([C:4]1[CH:12]=[C:11]([C:13]([F:14])([F:15])[F:16])[CH:10]=[CH:9][C:5]=1[C:6]([O:8][CH3:22])=[O:7])([O-:3])=[O:2]. The yield is 0.980. (5) The reactants are C[Si](C)(C)CCOC[O:7][C:8]1[CH:9]=[N:10][CH:11]=[CH:12][CH:13]=1.O.[C:17]1(C)[CH:22]=C[C:20](S(O)(=O)=O)=[CH:19][CH:18]=1.C(=O)(O)[O-].[Na+].[O:33]1[CH2:37][CH2:36][CH2:35][CH2:34]1. No catalyst specified. The product is [CH2:19]([C:18]1[CH:17]=[CH:22][C:36]([C:37]([C:13]2[CH:12]=[CH:11][N:10]=[CH:9][C:8]=2[OH:7])=[O:33])=[CH:35][CH:34]=1)[CH3:20]. The yield is 0.830. (6) The reactants are Br[C:2]1[CH:3]=[C:4]2[C:10]([C:11]3[CH:20]=[CH:19][C:14]([C:15]([NH:17][CH3:18])=[O:16])=[CH:13][CH:12]=3)=[CH:9][N:8](S(C3C=CC(C)=CC=3)(=O)=O)[C:5]2=[N:6][CH:7]=1.[CH3:31][O:32][C:33]1[CH:34]=[C:35](B(O)O)[CH:36]=[C:37]([O:41][CH3:42])[C:38]=1[O:39][CH3:40].C([O-])([O-])=O.[Na+].[Na+].O. The catalyst is CC#N.Cl[Pd](Cl)([P](C1C=CC=CC=1)(C1C=CC=CC=1)C1C=CC=CC=1)[P](C1C=CC=CC=1)(C1C=CC=CC=1)C1C=CC=CC=1. The product is [CH3:18][NH:17][C:15](=[O:16])[C:14]1[CH:19]=[CH:20][C:11]([C:10]2[C:4]3[C:5](=[N:6][CH:7]=[C:2]([C:35]4[CH:36]=[C:37]([O:41][CH3:42])[C:38]([O:39][CH3:40])=[C:33]([O:32][CH3:31])[CH:34]=4)[CH:3]=3)[NH:8][CH:9]=2)=[CH:12][CH:13]=1. The yield is 0.470. (7) The reactants are [CH2:1]([O:13][C:14]1[CH:15]=[C:16]([CH:21]=[C:22]([O:24][CH2:25][CH2:26][CH2:27][CH2:28][CH2:29][CH2:30][CH2:31][CH2:32][CH2:33][CH2:34][CH2:35][CH3:36])[CH:23]=1)[C:17]([O:19]C)=[O:18])[CH2:2][CH2:3][CH2:4][CH2:5][CH2:6][CH2:7][CH2:8][CH2:9][CH2:10][CH2:11][CH3:12].[OH-].[K+]. The catalyst is CCO. The product is [CH2:25]([O:24][C:22]1[CH:21]=[C:16]([CH:15]=[C:14]([O:13][CH2:1][CH2:2][CH2:3][CH2:4][CH2:5][CH2:6][CH2:7][CH2:8][CH2:9][CH2:10][CH2:11][CH3:12])[CH:23]=1)[C:17]([OH:19])=[O:18])[CH2:26][CH2:27][CH2:28][CH2:29][CH2:30][CH2:31][CH2:32][CH2:33][CH2:34][CH2:35][CH3:36]. The yield is 0.850. (8) No catalyst specified. The reactants are [N:1]1[CH:6]=[CH:5][CH:4]=[C:3]([CH:7](O)[CH3:8])[CH:2]=1.[Cl:10][C:11]1[N:19]=[C:18]([N:20]2[C:24]3[CH:25]=[C:26]([C:29]#[N:30])[CH:27]=[CH:28][C:23]=3[N:22]=[CH:21]2)[N:17]=[C:16]2[C:12]=1[NH:13][C:14](=[O:31])[NH:15]2. The yield is 0.260. The product is [Cl:10][C:11]1[N:19]=[C:18]([N:20]2[C:24]3[CH:25]=[C:26]([C:29]#[N:30])[CH:27]=[CH:28][C:23]=3[N:22]=[CH:21]2)[N:17]=[C:16]2[C:12]=1[NH:13][C:14](=[O:31])[N:15]2[CH:7]([C:3]1[CH:2]=[N:1][CH:6]=[CH:5][CH:4]=1)[CH3:8].